This data is from Reaction yield outcomes from USPTO patents with 853,638 reactions. The task is: Predict the reaction yield, written as a fraction of the theoretical maximum amount of product (1.0 means a 100% yield; for example, 0.34 means a 34% yield). The reactants are [CH2:1]([C:5]1[N:10]2[N:11]=[CH:12][N:13]=[C:9]2[N:8]([CH:14]2[CH2:23][CH2:22][C:17]3(OCC[O:18]3)[CH2:16][CH2:15]2)[C:7](=[O:24])[C:6]=1[CH2:25][C:26]1[CH:31]=[CH:30][C:29]([C:32]2[C:33]([C:38]#[N:39])=[CH:34][CH:35]=[CH:36][CH:37]=2)=[CH:28][C:27]=1[F:40])[CH2:2][CH2:3][CH3:4].Cl.[OH-].[Na+]. The catalyst is O1CCCC1. The product is [CH2:1]([C:5]1[N:10]2[N:11]=[CH:12][N:13]=[C:9]2[N:8]([CH:14]2[CH2:23][CH2:22][C:17](=[O:18])[CH2:16][CH2:15]2)[C:7](=[O:24])[C:6]=1[CH2:25][C:26]1[CH:31]=[CH:30][C:29]([C:32]2[C:33]([C:38]#[N:39])=[CH:34][CH:35]=[CH:36][CH:37]=2)=[CH:28][C:27]=1[F:40])[CH2:2][CH2:3][CH3:4]. The yield is 0.990.